From a dataset of Reaction yield outcomes from USPTO patents with 853,638 reactions. Predict the reaction yield, written as a fraction of the theoretical maximum amount of product (1.0 means a 100% yield; for example, 0.34 means a 34% yield). (1) The reactants are [F:1][C:2]1([F:39])[O:6][C:5]2[CH:7]=[CH:8][C:9]([C:11]3([C:14]([NH:16][C:17]4[CH:22]=[CH:21][C:20]([CH3:23])=[C:19]([C:24]5[CH:29]=[CH:28][C:27]([O:30][CH2:31][C@@H:32]6[CH2:36][O:35]C(C)(C)[O:33]6)=[CH:26][CH:25]=5)[N:18]=4)=[O:15])[CH2:13][CH2:12]3)=[CH:10][C:4]=2[O:3]1.CC1C=CC(S(O)(=O)=O)=CC=1. The catalyst is CO.O. The product is [F:39][C:2]1([F:1])[O:6][C:5]2[CH:7]=[CH:8][C:9]([C:11]3([C:14]([NH:16][C:17]4[CH:22]=[CH:21][C:20]([CH3:23])=[C:19]([C:24]5[CH:29]=[CH:28][C:27]([O:30][CH2:31][C@@H:32]([OH:33])[CH2:36][OH:35])=[CH:26][CH:25]=5)[N:18]=4)=[O:15])[CH2:13][CH2:12]3)=[CH:10][C:4]=2[O:3]1. The yield is 0.820. (2) The yield is 0.410. The reactants are [CH3:1][C:2]1([CH3:21])[CH2:7][C:6](=[N:8][NH:9]S(C2C=CC(C)=CC=2)(=O)=O)[CH2:5][C:4](=[O:20])[CH2:3]1.[F:22][C:23]([F:34])([F:33])[C:24](O[C:24](=O)[C:23]([F:34])([F:33])[F:22])=O.CO.O. The product is [CH3:21][C:2]1([CH3:1])[CH2:7][C:6]2[NH:8][N:9]=[C:24]([C:23]([F:34])([F:33])[F:22])[C:5]=2[C:4](=[O:20])[CH2:3]1. The catalyst is O1CCCC1.C(N(CC)CC)C.[Cl-].[NH4+]. (3) The reactants are [Br:1][C:2]1[C:3]([C:8]([OH:10])=[O:9])=[N:4][CH:5]=[N:6][CH:7]=1.[C:11](Cl)(=O)C(Cl)=O. The catalyst is C(Cl)Cl.CN(C=O)C. The product is [CH3:11][O:9][C:8]([C:3]1[C:2]([Br:1])=[CH:7][N:6]=[CH:5][N:4]=1)=[O:10]. The yield is 0.390. (4) The reactants are [Br:1][C:2]1[CH:3]=[C:4]([C:12](=[O:14])[CH3:13])[CH:5]=[CH:6][C:7]=1[C:8]([OH:11])([CH3:10])[CH3:9].Cl[CH2:16][O:17][CH2:18][CH3:19].CCN(C(C)C)C(C)C.O. The catalyst is C(Cl)Cl. The product is [Br:1][C:2]1[CH:3]=[C:4]([C:12](=[O:14])[CH3:13])[CH:5]=[CH:6][C:7]=1[C:8]([O:11][CH2:16][O:17][CH2:18][CH3:19])([CH3:10])[CH3:9]. The yield is 0.900. (5) The reactants are [C:1]([CH:4]1[O:9][CH2:8][CH2:7][N:6]([C:10]([O:12][CH2:13][C:14]2[CH:19]=[CH:18][CH:17]=[CH:16][CH:15]=2)=[O:11])[CH2:5]1)(=O)[CH3:2].C([O-])(C)=O.[NH4+].[BH3-]C#[N:27].[Na+].O. The catalyst is C1COCC1.CO. The product is [NH2:27][CH:1]([CH:4]1[O:9][CH2:8][CH2:7][N:6]([C:10]([O:12][CH2:13][C:14]2[CH:19]=[CH:18][CH:17]=[CH:16][CH:15]=2)=[O:11])[CH2:5]1)[CH3:2]. The yield is 0.400. (6) The reactants are [CH3:1][N:2]1[C:10]2[C:5](=[CH:6][C:7]([N+:11]([O-])=O)=[CH:8][CH:9]=2)[CH2:4][C:3]1=[O:14]. The catalyst is CO. The product is [NH2:11][C:7]1[CH:6]=[C:5]2[C:10](=[CH:9][CH:8]=1)[N:2]([CH3:1])[C:3](=[O:14])[CH2:4]2. The yield is 1.00. (7) The reactants are [Br:1][C:2]1[CH:7]=[CH:6][C:5]([NH:8][C:9]2[N:17]=[C:16](Cl)[CH:15]=[CH:14][C:10]=2[C:11]([OH:13])=[O:12])=[C:4]([F:19])[CH:3]=1.BrC1C=CC(N)=C(F)C=1.C[Si]([N-][Si](C)(C)C)(C)C.[Li+].ClC1N=C(Cl)C=CC=1C(O)=[O:43]. The catalyst is C1COCC1. The product is [Br:1][C:2]1[CH:7]=[CH:6][C:5]([NH:8][C:9]2[NH:17][C:16](=[O:43])[CH:15]=[CH:14][C:10]=2[C:11]([OH:13])=[O:12])=[C:4]([F:19])[CH:3]=1. The yield is 0.830. (8) The reactants are [H-].[Na+].[F:3][C:4]1[CH:28]=[CH:27][C:26]([OH:29])=[CH:25][C:5]=1[CH2:6][O:7][C:8]([N:10]1[CH2:15][CH2:14][N:13](C(OC(C)(C)C)=O)[CH2:12][C@H:11]1[CH2:23][CH3:24])=[O:9].[CH3:30]I.[ClH:32]. The catalyst is CN(C=O)C. The product is [ClH:32].[F:3][C:4]1[CH:28]=[CH:27][C:26]([O:29][CH3:30])=[CH:25][C:5]=1[CH2:6][O:7][C:8]([N:10]1[CH2:15][CH2:14][NH:13][CH2:12][C@H:11]1[CH2:23][CH3:24])=[O:9]. The yield is 0.570.